Dataset: Catalyst prediction with 721,799 reactions and 888 catalyst types from USPTO. Task: Predict which catalyst facilitates the given reaction. (1) Reactant: [CH:1]1([CH2:7][C@H:8]([N:12]2[CH2:16][C:15]([O:17][C:18]3[CH:23]=[CH:22][CH:21]=[C:20]([O:24][CH3:25])[CH:19]=3)=[CH:14][C:13]2=[O:26])[C:9](O)=[O:10])[CH2:6][CH2:5][CH2:4][CH2:3][CH2:2]1.Cl.[CH3:28]N(C)CCCN=C=NCC.C(N(CC)C(C)C)(C)C.ON1C2C=CC=CC=2N=N1.Cl.[OH:59][C@@H:60]([CH2:90]O)[CH2:61][N:62]1[CH:66]=[CH:65][C:64]([NH:67]C(=O)[C@@H](N2CC(OC3C=CC=C(Cl)C=3Cl)=CC2=O)CC(C)C)=[N:63]1. Product: [CH:1]1([CH2:7][C@H:8]([N:12]2[CH2:16][C:15]([O:17][C:18]3[CH:23]=[CH:22][CH:21]=[C:20]([O:24][CH3:25])[CH:19]=3)=[CH:14][C:13]2=[O:26])[C:9]([NH:67][C:64]2[CH:65]=[CH:66][N:62]([CH2:61][C:60]([OH:59])([CH3:90])[CH3:28])[N:63]=2)=[O:10])[CH2:6][CH2:5][CH2:4][CH2:3][CH2:2]1. The catalyst class is: 96. (2) Reactant: [CH3:1][C@@H:2]1[O:7][C@@H:6]([O:8][C@@H:9]2[C:18]3[C:13](=[C:14]([OH:32])[C:15]4[C:24](=[O:25])[C:23]5[CH:26]=[CH:27][CH:28]=[C:29]([O:30][CH3:31])[C:22]=5[C:20](=[O:21])[C:16]=4[C:17]=3[OH:19])[CH2:12][C@@:11]([OH:37])([C:33](CO)=[O:34])[CH2:10]2)[CH2:5][C@@H:4]2[N:38]3[C@H:43]([O:44][C@H:3]12)[C@@H:42]([O:45][CH3:46])[O:41][CH2:40][CH2:39]3.C[OH:48].O. Product: [OH:37][C@:11]1([C:33]([OH:34])=[O:48])[CH2:10][C@H:9]([O:8][C@@H:6]2[O:7][C@@H:2]([CH3:1])[C@H:3]3[O:44][C@H:43]4[N:38]([C@H:4]3[CH2:5]2)[CH2:39][CH2:40][O:41][C@@H:42]4[O:45][CH3:46])[C:18]2[C:13](=[C:14]([OH:32])[C:15]3[C:24](=[O:25])[C:23]4[C:22]([C:20](=[O:21])[C:16]=3[C:17]=2[OH:19])=[C:29]([O:30][CH3:31])[CH:28]=[CH:27][CH:26]=4)[CH2:12]1. The catalyst class is: 6. (3) Reactant: Br[CH2:2][C:3]([C:5]1[O:6][C:7]2[CH:14]=[CH:13][CH:12]=[CH:11][C:8]=2[C:9]=1[CH3:10])=[O:4].[C:15]1([OH:21])[CH:20]=[CH:19][CH:18]=[CH:17][CH:16]=1.C(=O)([O-])[O-].[K+].[K+].[Cl-].[NH4+]. Product: [CH3:10][C:9]1[C:8]2[CH:11]=[CH:12][CH:13]=[CH:14][C:7]=2[O:6][C:5]=1[C:3](=[O:4])[CH2:2][O:21][C:15]1[CH:20]=[CH:19][CH:18]=[CH:17][CH:16]=1. The catalyst class is: 9. (4) Reactant: [C:1]1([C:3](=[CH:5][CH:6]=[CH:7][CH:8]=1)[OH:4])[OH:2].C(=O)([O-])[O-].[K+].[K+].CC1C=CC(S([O:25][CH2:26][C@@H:27]2O[CH2:28]2)(=O)=O)=CC=1. Product: [O:2]1[C:1]2[CH:8]=[CH:7][CH:6]=[CH:5][C:3]=2[O:4][CH2:28][C@@H:27]1[CH2:26][OH:25]. The catalyst class is: 3. (5) Reactant: [CH2:1]([O:8][C:9]1[C:10]([F:25])=[CH:11][C:12]([NH:18][CH:19]2[CH2:24][CH2:23][O:22][CH2:21][CH2:20]2)=[C:13]([CH:17]=1)[C:14](O)=[O:15])[C:2]1[CH:7]=[CH:6][CH:5]=[CH:4][CH:3]=1.[CH2:26]([NH2:37])[C:27]1[CH:36]=[CH:35][C:32]([O:33][CH3:34])=[C:29]([O:30][CH3:31])[CH:28]=1.CN(C(ON1N=NC2C=CC=CC1=2)=[N+](C)C)C.F[P-](F)(F)(F)(F)F.CCN(C(C)C)C(C)C. Product: [CH2:1]([O:8][C:9]1[C:10]([F:25])=[CH:11][C:12]([NH:18][CH:19]2[CH2:24][CH2:23][O:22][CH2:21][CH2:20]2)=[C:13]([CH:17]=1)[C:14]([NH:37][CH2:26][C:27]1[CH:36]=[CH:35][C:32]([O:33][CH3:34])=[C:29]([O:30][CH3:31])[CH:28]=1)=[O:15])[C:2]1[CH:7]=[CH:6][CH:5]=[CH:4][CH:3]=1. The catalyst class is: 3. (6) Reactant: [CH2:1]([N:8]1[CH2:13][CH2:12][CH2:11][C:10](=[O:14])[CH2:9]1)[C:2]1[CH:7]=[CH:6][CH:5]=[CH:4][CH:3]=1.[CH3:15][O:16][C:17]1[CH:22]=[CH:21][C:20]([Mg]Br)=[CH:19][CH:18]=1. Product: [CH2:1]([N:8]1[CH2:13][CH2:12][CH2:11][C:10]([C:20]2[CH:21]=[CH:22][C:17]([O:16][CH3:15])=[CH:18][CH:19]=2)([OH:14])[CH2:9]1)[C:2]1[CH:3]=[CH:4][CH:5]=[CH:6][CH:7]=1. The catalyst class is: 683. (7) Reactant: Cl[C:2]1[C:10]([N+:11]([O-:13])=[O:12])=[CH:9][CH:8]=[C:7]2[C:3]=1[C:4]([NH2:16])=[N:5][N:6]2[CH2:14][CH3:15].[CH3:17][O-:18].[Na+]. Product: [CH2:14]([N:6]1[C:7]2[C:3](=[C:2]([O:18][CH3:17])[C:10]([N+:11]([O-:13])=[O:12])=[CH:9][CH:8]=2)[C:4]([NH2:16])=[N:5]1)[CH3:15]. The catalyst class is: 5.